From a dataset of Full USPTO retrosynthesis dataset with 1.9M reactions from patents (1976-2016). Predict the reactants needed to synthesize the given product. (1) Given the product [C:3]([OH:2])(=[O:11])[CH:4]=[CH:5][CH2:6][CH2:7][CH:8]=[CH:14][CH:15]=[CH:16][CH3:17], predict the reactants needed to synthesize it. The reactants are: C[O:2][C:3](=[O:11])[CH2:4][CH:5](O)[CH2:6][CH2:7][CH2:8]Cl.CO[C:14](=O)[CH:15]=[CH:16][CH2:17]CCCl. (2) Given the product [Cl:7][C:8]1[CH:29]=[C:28]([O:30][CH2:31][CH:32]=[C:33]([Cl:34])[Cl:35])[CH:27]=[C:26]([Cl:36])[C:9]=1[O:10][CH2:11][C:12]([CH2:13][O:14][C:15]1[CH:20]=[CH:19][C:18]([C:21]([F:22])([F:24])[F:23])=[CH:17][CH:16]=1)=[CH2:1], predict the reactants needed to synthesize it. The reactants are: [CH3:1]C([O-])(C)C.[K+].[Cl:7][C:8]1[CH:29]=[C:28]([O:30][CH2:31][CH:32]=[C:33]([Cl:35])[Cl:34])[CH:27]=[C:26]([Cl:36])[C:9]=1[O:10][CH2:11][C:12](=O)[CH2:13][O:14][C:15]1[CH:20]=[CH:19][C:18]([C:21]([F:24])([F:23])[F:22])=[CH:17][CH:16]=1. (3) Given the product [CH2:39]([O:38][CH2:37][C@H:19]([NH:18][C:15](=[O:17])[CH2:14][N:11]1[CH2:10][CH2:9][N:8]([C:2]2[CH:3]=[CH:4][CH:5]=[CH:6][CH:7]=2)[CH2:13][CH2:12]1)[C:20]([NH:22][C:23]1[CH:28]=[CH:27][C:26]([O:29][C:30]2[CH:35]=[CH:34][C:33]([F:36])=[CH:32][CH:31]=2)=[CH:25][CH:24]=1)=[O:21])[C:40]1[CH:45]=[CH:44][CH:43]=[CH:42][CH:41]=1, predict the reactants needed to synthesize it. The reactants are: Cl.[C:2]1([N:8]2[CH2:13][CH2:12][N:11]([CH2:14][C:15]([OH:17])=O)[CH2:10][CH2:9]2)[CH:7]=[CH:6][CH:5]=[CH:4][CH:3]=1.[NH2:18][C@@H:19]([CH2:37][O:38][CH2:39][C:40]1[CH:45]=[CH:44][CH:43]=[CH:42][CH:41]=1)[C:20]([NH:22][C:23]1[CH:28]=[CH:27][C:26]([O:29][C:30]2[CH:35]=[CH:34][C:33]([F:36])=[CH:32][CH:31]=2)=[CH:25][CH:24]=1)=[O:21]. (4) Given the product [CH3:20][C:21]1[CH:28]=[C:27]([CH:26]=[C:23]([CH3:24])[CH:22]=1)[CH2:29][O:1][C:2]1[CH:3]=[C:4]([CH2:8][C:9]([O:11][CH2:12][CH3:13])=[O:10])[CH:5]=[CH:6][CH:7]=1, predict the reactants needed to synthesize it. The reactants are: [OH:1][C:2]1[CH:3]=[C:4]([CH2:8][C:9]([O:11][CH2:12][CH3:13])=[O:10])[CH:5]=[CH:6][CH:7]=1.C(=O)([O-])[O-].[K+].[K+].[CH3:20][C:21]1[CH:22]=[C:23]([CH:26]=[C:27]([CH3:29])[CH:28]=1)[CH2:24]Br. (5) Given the product [CH3:1][O:2][C:3]1[CH:8]=[CH:7][C:6]([C:9]([O:11][CH3:12])=[O:10])=[CH:5][C:4]=1[S:13]([N:16]([CH2:36][C:37]1[CH:42]=[CH:41][CH:40]=[CH:39][CH:38]=1)[C@@H:17]1[CH2:21][CH2:20][N:19]([C:22]([O:24][C:25]([CH3:28])([CH3:27])[CH3:26])=[O:23])[CH2:18]1)(=[O:14])=[O:15], predict the reactants needed to synthesize it. The reactants are: [CH3:1][O:2][C:3]1[CH:8]=[CH:7][C:6]([C:9]([O:11][CH3:12])=[O:10])=[CH:5][C:4]=1[S:13]([NH:16][C@@H:17]1[CH2:21][CH2:20][N:19]([C:22]([O:24][C:25]([CH3:28])([CH3:27])[CH3:26])=[O:23])[CH2:18]1)(=[O:15])=[O:14].C([O-])([O-])=O.[K+].[K+].Br[CH2:36][C:37]1[CH:42]=[CH:41][CH:40]=[CH:39][CH:38]=1.